Dataset: Forward reaction prediction with 1.9M reactions from USPTO patents (1976-2016). Task: Predict the product of the given reaction. Given the reactants [CH2:1]([N:8]1[C:12]2[CH:13]=[C:14]3[C:18](=[CH:19][C:11]=2[NH:10][C:9]1=[O:28])[N:17](C(OC(C)(C)C)=O)[N:16]=[C:15]3I)[C:2]1[CH:7]=[CH:6][CH:5]=[CH:4][CH:3]=1.[CH3:29][C:30]1[CH:35]=[C:34](B(O)O)[CH:33]=[CH:32][N:31]=1.C([O-])([O-])=O.[K+].[K+], predict the reaction product. The product is: [CH2:1]([N:8]1[C:12]2[CH:13]=[C:14]3[C:18](=[CH:19][C:11]=2[NH:10][C:9]1=[O:28])[NH:17][N:16]=[C:15]3[C:34]1[CH:33]=[CH:32][N:31]=[C:30]([CH3:29])[CH:35]=1)[C:2]1[CH:7]=[CH:6][CH:5]=[CH:4][CH:3]=1.